This data is from Full USPTO retrosynthesis dataset with 1.9M reactions from patents (1976-2016). The task is: Predict the reactants needed to synthesize the given product. (1) Given the product [NH2:3][CH2:12][CH2:13][CH2:14][N:15]1[C:24]2[C:19](=[N:20][CH:21]=[C:22]([CH2:25][C:26]3[CH:27]=[CH:28][C:29]([F:32])=[CH:30][CH:31]=3)[CH:23]=2)[C:18]([OH:33])=[C:17]([C:34]([NH:36][CH2:37][CH2:38][O:39][CH2:40][CH3:41])=[O:35])[C:16]1=[O:42], predict the reactants needed to synthesize it. The reactants are: O=C1C2C(=CC=CC=2)C(=O)[N:3]1[CH2:12][CH2:13][CH2:14][N:15]1[C:24]2[C:19](=[N:20][CH:21]=[C:22]([CH2:25][C:26]3[CH:31]=[CH:30][C:29]([F:32])=[CH:28][CH:27]=3)[CH:23]=2)[C:18]([OH:33])=[C:17]([C:34]([NH:36][CH2:37][CH2:38][O:39][CH2:40][CH3:41])=[O:35])[C:16]1=[O:42].NN.O. (2) Given the product [C:62]([NH:66][C:67]1[N:76]([CH3:77])[C:75](=[O:78])[C:74]2[C:69](=[C:70]([C:51]3[NH:59][C:58]4[CH2:57][CH2:56][NH:55][C:54](=[O:60])[C:53]=4[CH:52]=3)[CH:71]=[CH:72][CH:73]=2)[N:68]=1)([CH3:65])([CH3:64])[CH3:63], predict the reactants needed to synthesize it. The reactants are: CC(C1C=C(C(C)C)C(C2C=CC=CC=2P(C2CCCCC2)C2CCCCC2)=C(C(C)C)C=1)C.[O-]P([O-])([O-])=O.[K+].[K+].[K+].CC1(C)C(C)(C)OB([C:51]2[NH:59][C:58]3[CH2:57][CH2:56][NH:55][C:54](=[O:60])[C:53]=3[CH:52]=2)O1.[C:62]([NH:66][C:67]1[N:76]([CH3:77])[C:75](=[O:78])[C:74]2[C:69](=[C:70](I)[CH:71]=[CH:72][CH:73]=2)[N:68]=1)([CH3:65])([CH3:64])[CH3:63]. (3) Given the product [Br:16][C:2]1[CH:7]=[N:6][CH:5]=[C:4]([C:8]2[CH:13]=[CH:12][C:11]([Cl:14])=[CH:10][CH:9]=2)[N:3]=1, predict the reactants needed to synthesize it. The reactants are: Cl[C:2]1[CH:7]=[N:6][CH:5]=[C:4]([C:8]2[CH:13]=[CH:12][C:11]([Cl:14])=[CH:10][CH:9]=2)[N:3]=1.P(Br)(Br)[Br:16].N. (4) The reactants are: [ClH:1].[F:2][C:3]1[CH:19]=[CH:18][C:6]([CH2:7][NH:8][C@@H:9]2[CH2:11][C@H:10]2[C:12]2[CH:17]=[CH:16][CH:15]=[CH:14][CH:13]=2)=[CH:5][CH:4]=1. Given the product [ClH:1].[F:2][C:3]1[CH:4]=[CH:5][C:6]([CH2:7][NH:8][C@@H:9]2[CH2:11][C@H:10]2[C:12]2[CH:13]=[CH:14][CH:15]=[CH:16][CH:17]=2)=[CH:18][CH:19]=1, predict the reactants needed to synthesize it. (5) Given the product [Cl:1][C:2]1[C:3]([C:20]2[CH:21]=[CH:22][C:23]3[N:27]=[CH:26][N:25]([CH2:28][CH:29]4[CH2:34][CH2:33][O:32][CH2:31][CH2:30]4)[C:24]=3[CH:35]=2)=[CH:4][C:5]([NH:8][C:9]([C@H:11]2[CH2:16][CH2:15][CH2:14][C@@H:13]([C:17]([N:37]3[CH2:40][CH:39]([OH:41])[CH2:38]3)=[O:18])[CH2:12]2)=[O:10])=[N:6][CH:7]=1, predict the reactants needed to synthesize it. The reactants are: [Cl:1][C:2]1[C:3]([C:20]2[CH:21]=[CH:22][C:23]3[N:27]=[CH:26][N:25]([CH2:28][CH:29]4[CH2:34][CH2:33][O:32][CH2:31][CH2:30]4)[C:24]=3[CH:35]=2)=[CH:4][C:5]([NH:8][C:9]([C@@H:11]2[CH2:16][CH2:15][CH2:14][C@H:13]([C:17](O)=[O:18])[CH2:12]2)=[O:10])=[N:6][CH:7]=1.Cl.[NH:37]1[CH2:40][CH:39]([OH:41])[CH2:38]1.C(N(C(C)C)CC)(C)C.